Dataset: Reaction yield outcomes from USPTO patents with 853,638 reactions. Task: Predict the reaction yield, written as a fraction of the theoretical maximum amount of product (1.0 means a 100% yield; for example, 0.34 means a 34% yield). (1) The reactants are [F:1][C:2]1[CH:29]=[CH:28][C:5]([CH2:6][N:7]([CH:22]2[CH2:27][CH2:26][NH:25][CH2:24][CH2:23]2)[C:8](=[O:21])[CH2:9][C:10]2[CH:15]=[CH:14][C:13]([O:16][CH2:17][CH:18]([CH3:20])[CH3:19])=[CH:12][CH:11]=2)=[CH:4][CH:3]=1.[NH:30]1[CH2:34][CH2:33][CH2:32][C:31]1=[O:35].Br[CH2:37][CH2:38][CH2:39][Cl:40]. No catalyst specified. The product is [ClH:40].[F:1][C:2]1[CH:29]=[CH:28][C:5]([CH2:6][N:7]([CH:22]2[CH2:27][CH2:26][N:25]([CH2:37][CH2:38][CH2:39][N:30]3[CH2:34][CH2:33][CH2:32][C:31]3=[O:35])[CH2:24][CH2:23]2)[C:8](=[O:21])[CH2:9][C:10]2[CH:11]=[CH:12][C:13]([O:16][CH2:17][CH:18]([CH3:20])[CH3:19])=[CH:14][CH:15]=2)=[CH:4][CH:3]=1. The yield is 0.110. (2) The reactants are [C:1]([NH:4][C:5]1[CH:11]=[CH:10][C:8](N)=[CH:7][CH:6]=1)(=[O:3])[CH3:2].CC[N:14]([CH2:17]C)CC.C(=S)=[S:20].ClC(OCC)=O. The catalyst is C1COCC1. The product is [C:1]([NH:4][C:5]1[CH:11]=[CH:10][C:8]([S:20][C:17]#[N:14])=[CH:7][CH:6]=1)(=[O:3])[CH3:2]. The yield is 0.843. (3) The reactants are Cl.[NH2:2][CH2:3][C:4]1[CH:13]=[CH:12][CH:11]=[C:10]2[C:5]=1[C:6](=[O:23])[N:7]([CH:15]1[CH2:20][CH2:19][C:18](=[O:21])[NH:17][C:16]1=[O:22])[C:8]([CH3:14])=[N:9]2.[Cl:24][C:25]1[CH:33]=[CH:32][C:28]([C:29](Cl)=[O:30])=[CH:27][CH:26]=1.C(N(CC)C(C)C)(C)C. The catalyst is C(#N)C. The product is [Cl:24][C:25]1[CH:33]=[CH:32][C:28]([C:29]([NH:2][CH2:3][C:4]2[CH:13]=[CH:12][CH:11]=[C:10]3[C:5]=2[C:6](=[O:23])[N:7]([CH:15]2[CH2:20][CH2:19][C:18](=[O:21])[NH:17][C:16]2=[O:22])[C:8]([CH3:14])=[N:9]3)=[O:30])=[CH:27][CH:26]=1. The yield is 0.620. (4) The yield is 0.960. The reactants are Br.[N+:2]([C:5]1[CH:10]=[CH:9][C:8]([CH2:11][C@@H:12]([C:14]2[N:15]=[C:16]([C:19]3[S:20][CH:21]=[CH:22][CH:23]=3)[S:17][CH:18]=2)[NH2:13])=[CH:7][CH:6]=1)([O-:4])=[O:3].CCN(CC)CC.[CH2:31]([N:38]=[C:39]=[O:40])[C:32]1[CH:37]=[CH:36][CH:35]=[CH:34][CH:33]=1. The catalyst is C(Cl)Cl. The product is [CH2:31]([NH:38][C:39]([NH:13][C@H:12]([C:14]1[N:15]=[C:16]([C:19]2[S:20][CH:21]=[CH:22][CH:23]=2)[S:17][CH:18]=1)[CH2:11][C:8]1[CH:7]=[CH:6][C:5]([N+:2]([O-:4])=[O:3])=[CH:10][CH:9]=1)=[O:40])[C:32]1[CH:37]=[CH:36][CH:35]=[CH:34][CH:33]=1. (5) The reactants are [CH3:1][O:2][C:3](=[O:13])[C:4]1[CH:9]=[CH:8][C:7]([C:10](=O)[CH3:11])=[CH:6][CH:5]=1.CCN(C(C)C)C(C)C.Cl.[NH2:24][OH:25]. The catalyst is CCO. The product is [CH3:1][O:2][C:3](=[O:13])[C:4]1[CH:9]=[CH:8][C:7]([C:10](=[N:24][OH:25])[CH3:11])=[CH:6][CH:5]=1. The yield is 0.910. (6) The reactants are [Br:1][C:2]1[CH:11]=[C:10]2[C:5]([C:6]3[CH:16]=[CH:15][C:14]([Br:17])=[CH:13][C:7]=3[C:8](=O)[O:9]2)=[CH:4][CH:3]=1.[Li+].[BH4-]. The catalyst is C1COCC1. The product is [Br:1][C:2]1[CH:11]=[C:10]2[C:5]([C:6]3[CH:16]=[CH:15][C:14]([Br:17])=[CH:13][C:7]=3[CH2:8][O:9]2)=[CH:4][CH:3]=1. The yield is 0.860. (7) The reactants are C([O:3][P:4]([CH2:9][O:10][C@:11]1([CH3:26])[C@@H:15]([OH:16])[C@@H:14]([OH:17])[C@H:13]([N:18]2[CH:23]=[CH:22][C:21]([NH2:24])=[N:20][C:19]2=[O:25])[O:12]1)(=[O:8])[O:5]CC)C.N1C(C)=CC=CC=1C.C[Si](I)(C)C. The catalyst is C(#N)C. The product is [NH2:24][C:21]1[CH:22]=[CH:23][N:18]([C@@H:13]2[O:12][C@:11]([CH3:26])([O:10][CH2:9][P:4](=[O:3])([OH:8])[OH:5])[C@@H:15]([OH:16])[C@H:14]2[OH:17])[C:19](=[O:25])[N:20]=1. The yield is 0.720. (8) The reactants are Br[C:2]1[CH:7]=[CH:6][C:5]([S:8]([NH:11][CH2:12][CH:13]2[CH2:17][CH2:16][CH2:15][O:14]2)(=[O:10])=[O:9])=[C:4]([C:18]([F:21])([F:20])[F:19])[CH:3]=1.[CH:22]1([NH2:28])[CH2:27][CH2:26][CH2:25][CH2:24][CH2:23]1.C1C=CC(P(C2C(C3C(P(C4C=CC=CC=4)C4C=CC=CC=4)=CC=C4C=3C=CC=C4)=C3C(C=CC=C3)=CC=2)C2C=CC=CC=2)=CC=1.C(=O)([O-])[O-].[Cs+].[Cs+]. The catalyst is C1(C)C=CC=CC=1.CC([O-])=O.CC([O-])=O.[Pd+2]. The product is [CH:22]1([NH:28][C:2]2[CH:7]=[CH:6][C:5]([S:8]([NH:11][CH2:12][CH:13]3[CH2:17][CH2:16][CH2:15][O:14]3)(=[O:10])=[O:9])=[C:4]([C:18]([F:21])([F:20])[F:19])[CH:3]=2)[CH2:27][CH2:26][CH2:25][CH2:24][CH2:23]1. The yield is 0.290. (9) The reactants are [F:1][C:2]1[CH:7]=[CH:6][C:5]([CH:8]2[C:16](=[O:17])[N:11]3[CH2:12][CH:13]=[CH:14][CH2:15][N:10]3[CH:9]2[C:18]2[CH:23]=[CH:22][N:21]=[C:20](S(C)(=O)=O)[N:19]=2)=[CH:4][CH:3]=1.[CH3:28][C@H:29]([NH2:36])[C:30]1[CH:35]=[CH:34][CH:33]=[CH:32][CH:31]=1. The catalyst is C1(C)C=CC=CC=1. The product is [F:1][C:2]1[CH:7]=[CH:6][C:5]([C:8]2[C:16](=[O:17])[N:11]3[CH2:12][CH:13]=[CH:14][CH2:15][N:10]3[C:9]=2[C:18]2[CH:23]=[CH:22][N:21]=[C:20]([NH:36][C@H:29]([C:30]3[CH:35]=[CH:34][CH:33]=[CH:32][CH:31]=3)[CH3:28])[N:19]=2)=[CH:4][CH:3]=1. The yield is 0.800.